Dataset: Reaction yield outcomes from USPTO patents with 853,638 reactions. Task: Predict the reaction yield, written as a fraction of the theoretical maximum amount of product (1.0 means a 100% yield; for example, 0.34 means a 34% yield). (1) The reactants are [CH2:1]([NH:3][C:4]([CH:6]1[C:14]2[C:9](=[CH:10][CH:11]=[CH:12][CH:13]=2)[CH2:8][NH:7]1)=[O:5])[CH3:2].[Cl:15][C:16]1[C:17]([OH:26])=[CH:18][C:19]([OH:25])=[C:20]([CH:24]=1)[C:21](O)=[O:22].CN1CCOCC1.Cl.CN(C)CCCN=C=NCC.ON1C2C=CC=CC=2N=N1. The catalyst is CN(C=O)C.CCOC(C)=O.O. The product is [Cl:15][C:16]1[C:17]([OH:26])=[CH:18][C:19]([OH:25])=[C:20]([CH:24]=1)[C:21]([N:7]1[CH2:8][C:9]2[C:14](=[CH:13][CH:12]=[CH:11][CH:10]=2)[CH:6]1[C:4]([NH:3][CH2:1][CH3:2])=[O:5])=[O:22]. The yield is 0.250. (2) The product is [Br:27][CH2:9][C:6]1[N:5]=[C:4]([C:10]2[CH:15]=[CH:14][CH:13]=[C:12]([C:16]([F:19])([F:18])[F:17])[CH:11]=2)[C:3]([O:2][CH3:1])=[CH:8][CH:7]=1. The catalyst is C(Cl)(Cl)(Cl)Cl. The reactants are [CH3:1][O:2][C:3]1[C:4]([C:10]2[CH:15]=[CH:14][CH:13]=[C:12]([C:16]([F:19])([F:18])[F:17])[CH:11]=2)=[N:5][C:6]([CH3:9])=[CH:7][CH:8]=1.C1C(=O)N([Br:27])C(=O)C1.C(OOC(=O)C1C=CC=CC=1)(=O)C1C=CC=CC=1. The yield is 0.440. (3) The catalyst is CO.[Ni]. The product is [C:13]1([C:8]2[NH:9][C:10]3[C:6]([CH:7]=2)=[CH:5][C:4]([NH2:1])=[CH:12][CH:11]=3)[CH:14]=[CH:15][CH:16]=[CH:17][CH:18]=1. The reactants are [N+:1]([C:4]1[CH:5]=[C:6]2[C:10](=[CH:11][CH:12]=1)[NH:9][C:8]([C:13]1[CH:18]=[CH:17][CH:16]=[CH:15][CH:14]=1)=[CH:7]2)([O-])=O. The yield is 0.770.